This data is from Forward reaction prediction with 1.9M reactions from USPTO patents (1976-2016). The task is: Predict the product of the given reaction. (1) Given the reactants [CH3:1][C:2]1[CH:17]=[N:16][C:5]2[NH:6][C:7]3[CH2:15][CH:14]4[N:10]([CH2:11][CH2:12][CH2:13]4)[CH2:9][C:8]=3[C:4]=2[CH:3]=1.[OH-].[K+].[F:20][C:21]([F:31])([F:30])[C:22]1[CH:27]=[CH:26][C:25]([CH:28]=[CH2:29])=[CH:24][N:23]=1, predict the reaction product. The product is: [CH3:1][C:2]1[CH:17]=[N:16][C:5]2[N:6]([CH2:29][CH2:28][C:25]3[CH:24]=[N:23][C:22]([C:21]([F:31])([F:20])[F:30])=[CH:27][CH:26]=3)[C:7]3[CH2:15][CH:14]4[N:10]([CH2:11][CH2:12][CH2:13]4)[CH2:9][C:8]=3[C:4]=2[CH:3]=1. (2) Given the reactants [C:1](#N)[CH2:2][CH2:3][CH:4]=[CH:5][CH2:6][CH2:7][CH2:8][CH2:9][CH:10]=[CH:11][CH2:12][CH3:13].C1(C)C=CC=CC=1.CC(C[AlH]CC(C)C)C.Cl.C(OCC)(=[O:34])C, predict the reaction product. The product is: [CH:1](=[O:34])[CH2:2][CH2:3][CH:4]=[CH:5][CH2:6][CH2:7][CH2:8][CH2:9][CH:10]=[CH:11][CH2:12][CH3:13].